From a dataset of Forward reaction prediction with 1.9M reactions from USPTO patents (1976-2016). Predict the product of the given reaction. (1) Given the reactants C(OC([NH:8][CH2:9][C:10]([O:12][C@H:13]1[CH2:17][CH2:16][CH2:15][C@@H:14]1[NH:18][C:19]1[CH:24]=[C:23]([N:25]2[C:33]3[CH2:32][C:31]([CH3:35])([CH3:34])[CH2:30][C:29](=[O:36])[C:28]=3[C:27]([C:37]([F:40])([F:39])[F:38])=[N:26]2)[CH:22]=[C:21]([F:41])[C:20]=1[C:42](=[O:44])[NH2:43])=[O:11])=O)(C)(C)C.CS(O)(=O)=O.CC(OC)(C)C, predict the reaction product. The product is: [NH2:8][CH2:9][C:10]([O:12][C@H:13]1[CH2:17][CH2:16][CH2:15][C@@H:14]1[NH:18][C:19]1[CH:24]=[C:23]([N:25]2[C:33]3[CH2:32][C:31]([CH3:34])([CH3:35])[CH2:30][C:29](=[O:36])[C:28]=3[C:27]([C:37]([F:40])([F:39])[F:38])=[N:26]2)[CH:22]=[C:21]([F:41])[C:20]=1[C:42](=[O:44])[NH2:43])=[O:11]. (2) Given the reactants Br[C:2]1[CH:3]=[C:4]2[C:8](=[CH:9][C:10]=1[F:11])[CH2:7][N:6]([C:12]([O:14][C:15]([CH3:18])([CH3:17])[CH3:16])=[O:13])[CH2:5]2.[CH3:19][N:20](C)C=O, predict the reaction product. The product is: [C:19]([C:2]1[CH:3]=[C:4]2[C:8](=[CH:9][C:10]=1[F:11])[CH2:7][N:6]([C:12]([O:14][C:15]([CH3:18])([CH3:17])[CH3:16])=[O:13])[CH2:5]2)#[N:20].